From a dataset of Catalyst prediction with 721,799 reactions and 888 catalyst types from USPTO. Predict which catalyst facilitates the given reaction. (1) Reactant: [C:1](Cl)(=[O:3])[CH3:2].[OH:5][CH2:6][C:7]1([NH:13][S:14]([C:17]2[S:18][C:19]([Cl:22])=[CH:20][CH:21]=2)(=[O:16])=[O:15])[CH2:12][CH2:11][NH:10][CH2:9][CH2:8]1.C(N(CC)CC)C.CCOC(C)=O.CCCCCC. Product: [C:1]([N:10]1[CH2:9][CH2:8][C:7]([NH:13][S:14]([C:17]2[S:18][C:19]([Cl:22])=[CH:20][CH:21]=2)(=[O:15])=[O:16])([CH2:6][OH:5])[CH2:12][CH2:11]1)(=[O:3])[CH3:2]. The catalyst class is: 2. (2) Reactant: [CH3:1][C@H:2]1[CH:7]2[CH2:8][CH2:9][C:10]3[C:14]([C@@:6]2([C:15]2[CH:20]=[CH:19][CH:18]=[CH:17][CH:16]=2)[CH:5]=[C:4]([C:21]#[N:22])[C:3]1=[O:23])=[N:13][NH:12][CH:11]=3.C(N(CC)CC)C.[C:31](Cl)(=[O:42])[O:32][C:33]1[CH:38]=[CH:37][C:36]([N+:39]([O-:41])=[O:40])=[CH:35][CH:34]=1. Product: [C:21]([C:4]1[C:3](=[O:23])[C@@H:2]([CH3:1])[C@@H:7]2[CH2:8][CH2:9][C:10]3[C:14]([C@@:6]2([C:15]2[CH:20]=[CH:19][CH:18]=[CH:17][CH:16]=2)[CH:5]=1)=[N:13][N:12]([C:31]([O:32][C:33]1[CH:34]=[CH:35][C:36]([N+:39]([O-:41])=[O:40])=[CH:37][CH:38]=1)=[O:42])[CH:11]=3)#[N:22]. The catalyst class is: 4. (3) Reactant: C(O[K])(C)(C)C.[OH:7][C:8]1[CH:15]=[CH:14][CH:13]=[CH:12][C:9]=1[CH:10]=[O:11].Cl[CH2:17][O:18][CH3:19]. Product: [CH3:17][O:18][CH2:19][O:7][C:8]1[CH:15]=[CH:14][CH:13]=[CH:12][C:9]=1[CH:10]=[O:11]. The catalyst class is: 3. (4) Reactant: [C:1]([O:5][C:6]([N:8]([CH2:31][CH2:32][C:33]1[CH:38]=[CH:37][CH:36]=[CH:35][N:34]=1)[C:9]1[CH:30]=[CH:29][C:12]([NH:13][C:14]([C:16]2[CH:21]=[CH:20][CH:19]=[CH:18][C:17]=2[C:22]2[CH:27]=[CH:26][C:25]([OH:28])=[CH:24][CH:23]=2)=[O:15])=[CH:11][CH:10]=1)=[O:7])([CH3:4])([CH3:3])[CH3:2].C(=O)([O-])[O-].[K+].[K+].Cl.[CH3:46][N:47]([CH3:51])[CH2:48][CH2:49]Cl. Product: [C:1]([O:5][C:6]([N:8]([CH2:31][CH2:32][C:33]1[CH:38]=[CH:37][CH:36]=[CH:35][N:34]=1)[C:9]1[CH:10]=[CH:11][C:12]([NH:13][C:14]([C:16]2[CH:21]=[CH:20][CH:19]=[CH:18][C:17]=2[C:22]2[CH:27]=[CH:26][C:25]([O:28][CH2:49][CH2:48][N:47]([CH3:51])[CH3:46])=[CH:24][CH:23]=2)=[O:15])=[CH:29][CH:30]=1)=[O:7])([CH3:4])([CH3:2])[CH3:3]. The catalyst class is: 42. (5) Reactant: [CH2:1]([N:3]1[C:7]2=[N:8][C:9]([CH2:33][CH3:34])=[C:10]([CH2:19][NH:20][C:21]([C:23]3[CH:24]=[C:25]([CH:29]=[C:30]([CH3:32])[CH:31]=3)[C:26](O)=[O:27])=[O:22])[C:11]([NH:12][CH:13]3[CH2:18][CH2:17][O:16][CH2:15][CH2:14]3)=[C:6]2[CH:5]=[N:4]1)[CH3:2].CN(C(ON1N=NC2C=CC=CC1=2)=[N+](C)C)C.F[P-](F)(F)(F)(F)F.[Br:59][C:60]1[CH:61]=[C:62]([CH2:67][NH2:68])[CH:63]=[CH:64][C:65]=1[Cl:66]. Product: [Br:59][C:60]1[CH:61]=[C:62]([CH2:67][NH:68][C:26]([C:25]2[CH:29]=[C:30]([CH3:32])[CH:31]=[C:23]([C:21]([NH:20][CH2:19][C:10]3[C:11]([NH:12][CH:13]4[CH2:18][CH2:17][O:16][CH2:15][CH2:14]4)=[C:6]4[CH:5]=[N:4][N:3]([CH2:1][CH3:2])[C:7]4=[N:8][C:9]=3[CH2:33][CH3:34])=[O:22])[CH:24]=2)=[O:27])[CH:63]=[CH:64][C:65]=1[Cl:66]. The catalyst class is: 4.